From a dataset of TCR-epitope binding with 47,182 pairs between 192 epitopes and 23,139 TCRs. Binary Classification. Given a T-cell receptor sequence (or CDR3 region) and an epitope sequence, predict whether binding occurs between them. The epitope is LLWNGPMAV. The TCR CDR3 sequence is CSGGLKADTQYF. Result: 1 (the TCR binds to the epitope).